Dataset: Full USPTO retrosynthesis dataset with 1.9M reactions from patents (1976-2016). Task: Predict the reactants needed to synthesize the given product. (1) Given the product [F:13][C:2]([F:1])([F:12])[C:3]1[CH:8]=[CH:7][N:6]=[C:5]([C:9]([O:11][CH3:14])=[O:10])[N:4]=1, predict the reactants needed to synthesize it. The reactants are: [F:1][C:2]([F:13])([F:12])[C:3]1[CH:8]=[CH:7][N:6]=[C:5]([C:9]([OH:11])=[O:10])[N:4]=1.[CH3:14][Si](C=[N+]=[N-])(C)C.O. (2) Given the product [CH2:1]([O:3][C:4]1[CH:10]=[CH:9][C:7]([NH:8][C:31](=[O:32])[CH2:30][O:29][C:28]2[CH:34]=[CH:35][CH:36]=[C:26]([O:25][CH2:23][CH3:24])[CH:27]=2)=[C:6]([N+:11]([O-:13])=[O:12])[CH:5]=1)[CH3:2], predict the reactants needed to synthesize it. The reactants are: [CH2:1]([O:3][C:4]1[CH:10]=[CH:9][C:7]([NH2:8])=[C:6]([N+:11]([O-:13])=[O:12])[CH:5]=1)[CH3:2].CCN(C(C)C)C(C)C.[CH2:23]([O:25][C:26]1[CH:27]=[C:28]([CH:34]=[CH:35][CH:36]=1)[O:29][CH2:30][C:31](Cl)=[O:32])[CH3:24]. (3) Given the product [CH2:21]([O:28][C:29]1[CH:30]=[CH:31][C:32]([NH:35][C:36](=[O:37])[NH:11][C@@H:6]([CH2:5][N+:2]([CH3:3])([CH3:4])[CH3:1])[CH2:7][C:8]([O-:10])=[O:9])=[CH:33][CH:34]=1)[CH2:22][CH2:23][CH2:24][CH2:25][CH2:26][CH3:27], predict the reactants needed to synthesize it. The reactants are: [CH3:1][N+:2]([CH2:5][C@H:6]([NH2:11])[CH2:7][C:8]([O-:10])=[O:9])([CH3:4])[CH3:3].C(N(C(C)C)CC)(C)C.[CH2:21]([O:28][C:29]1[CH:34]=[CH:33][C:32]([N:35]=[C:36]=[O:37])=[CH:31][CH:30]=1)[CH2:22][CH2:23][CH2:24][CH2:25][CH2:26][CH3:27]. (4) Given the product [C:16]([O:20][C:21]([C:23]1[CH:28]=[CH:27][C:26]([NH:29][C:30]([C:32]2[C:37]([O:38][CH:39]3[CH2:44][CH2:43][N:42]([C:45]([O:47][C:48]([CH3:51])([CH3:50])[CH3:49])=[O:46])[CH2:41][CH2:40]3)=[CH:36][C:35]([C:7]3[CH:12]=[CH:11][CH:10]=[CH:9][CH:8]=3)=[CH:34][N:33]=2)=[O:31])=[CH:25][CH:24]=1)=[O:22])([CH3:19])([CH3:18])[CH3:17], predict the reactants needed to synthesize it. The reactants are: C(=O)([O-])[O-].[Na+].[Na+].[C:7]1(B(O)O)[CH:12]=[CH:11][CH:10]=[CH:9][CH:8]=1.[C:16]([O:20][C:21]([C:23]1[CH:28]=[CH:27][C:26]([NH:29][C:30]([C:32]2[C:37]([O:38][CH:39]3[CH2:44][CH2:43][N:42]([C:45]([O:47][C:48]([CH3:51])([CH3:50])[CH3:49])=[O:46])[CH2:41][CH2:40]3)=[CH:36][C:35](Cl)=[CH:34][N:33]=2)=[O:31])=[CH:25][CH:24]=1)=[O:22])([CH3:19])([CH3:18])[CH3:17]. (5) Given the product [OH:12][C:5]1([CH2:16][N+:13]([O-:15])=[O:14])[C:4]2[C:8](=[CH:9][CH:10]=[C:2]([I:1])[CH:3]=2)[NH:7][C:6]1=[O:11], predict the reactants needed to synthesize it. The reactants are: [I:1][C:2]1[CH:3]=[C:4]2[C:8](=[CH:9][CH:10]=1)[NH:7][C:6](=[O:11])[C:5]2=[O:12].[N+:13]([CH3:16])([O-:15])=[O:14]. (6) Given the product [CH3:1][O:2][C:3](=[O:15])[C:4]1[C:5](=[C:10]([NH:27][C:24]2[CH:25]=[CH:26][C:21]([O:20][CH2:19][CH2:18][N:17]([CH3:35])[CH3:16])=[CH:22][C:23]=2[O:28][C:29]2[CH:30]=[CH:31][CH:32]=[CH:33][CH:34]=2)[CH:11]=[CH:12][CH:13]=1)[C:6]([O:8][CH3:9])=[O:7], predict the reactants needed to synthesize it. The reactants are: [CH3:1][O:2][C:3](=[O:15])[C:4]1[C:5](=[C:10](I)[CH:11]=[CH:12][CH:13]=1)[C:6]([O:8][CH3:9])=[O:7].[CH3:16][N:17]([CH3:35])[CH2:18][CH2:19][O:20][C:21]1[CH:26]=[CH:25][C:24]([NH2:27])=[C:23]([O:28][C:29]2[CH:34]=[CH:33][CH:32]=[CH:31][CH:30]=2)[CH:22]=1.C1C=CC(P(C2C(C3C(P(C4C=CC=CC=4)C4C=CC=CC=4)=CC=C4C=3C=CC=C4)=C3C(C=CC=C3)=CC=2)C2C=CC=CC=2)=CC=1.C(=O)([O-])[O-].[Cs+].[Cs+]. (7) Given the product [NH2:1][C:2]1[N:7]=[CH:6][C:5]([CH:8]2[CH2:13][CH2:12][N:11]([C:14]([O:16][C:17]([CH3:20])([CH3:19])[CH3:18])=[O:15])[CH2:10][CH2:9]2)=[CH:4][C:3]=1[B:22]1[O:26][C:25]([CH3:28])([CH3:27])[C:24]([CH3:30])([CH3:29])[O:23]1, predict the reactants needed to synthesize it. The reactants are: [NH2:1][C:2]1[N:7]=[CH:6][C:5]([CH:8]2[CH2:13][CH2:12][N:11]([C:14]([O:16][C:17]([CH3:20])([CH3:19])[CH3:18])=[O:15])[CH2:10][CH2:9]2)=[CH:4][C:3]=1Br.[B:22]1([B:22]2[O:26][C:25]([CH3:28])([CH3:27])[C:24]([CH3:30])([CH3:29])[O:23]2)[O:26][C:25]([CH3:28])([CH3:27])[C:24]([CH3:30])([CH3:29])[O:23]1.C([O-])(=O)C.[K+]. (8) Given the product [CH3:40][CH:39]([CH2:38][CH2:37][CH2:36][CH2:35][CH2:34][CH2:33][CH2:32][CH2:31][CH3:30])[CH2:10][CH2:9][CH2:8][CH2:7][CH:6]=[CH:5][OH:4], predict the reactants needed to synthesize it. The reactants are: [H-].[Na+].[Br-].[OH:4][CH2:5][CH2:6][CH2:7][CH2:8][CH2:9][CH2:10][P+](C1C=CC=CC=1)(C1C=CC=CC=1)C1C=CC=CC=1.[CH3:30][C:31](=O)[CH2:32][CH2:33][CH2:34][CH2:35][CH2:36][CH2:37][CH2:38][CH2:39][CH3:40].